Dataset: Reaction yield outcomes from USPTO patents with 853,638 reactions. Task: Predict the reaction yield, written as a fraction of the theoretical maximum amount of product (1.0 means a 100% yield; for example, 0.34 means a 34% yield). The reactants are [N:1]1([C:6]2[CH:13]=[CH:12][C:9]([C:10]#[N:11])=[CH:8][CH:7]=2)[CH:5]=[CH:4][N:3]=[N:2]1.[Li]C(C)(C)C.[Sn:19](Cl)([CH2:28][CH2:29][CH2:30][CH3:31])([CH2:24][CH2:25][CH2:26][CH3:27])[CH2:20][CH2:21][CH2:22][CH3:23]. The catalyst is C1COCC1. The product is [CH2:28]([Sn:19]([CH2:20][CH2:21][CH2:22][CH3:23])([CH2:24][CH2:25][CH2:26][CH3:27])[C:5]1[N:1]([C:6]2[CH:7]=[CH:8][C:9]([C:10]#[N:11])=[CH:12][CH:13]=2)[N:2]=[N:3][CH:4]=1)[CH2:29][CH2:30][CH3:31]. The yield is 0.430.